Dataset: Reaction yield outcomes from USPTO patents with 853,638 reactions. Task: Predict the reaction yield, written as a fraction of the theoretical maximum amount of product (1.0 means a 100% yield; for example, 0.34 means a 34% yield). (1) The catalyst is C(O)(=O)C.C(Cl)Cl. The yield is 0.680. The product is [Br:26][C:22]1[C:23]([Cl:25])=[CH:24][C:19]([C:13]2[C:12]3[C:17](=[CH:18][C:9]([S:8]([O:51][C:42]4[C:41]([F:40])=[C:46]([F:47])[C:45]([F:48])=[C:44]([F:49])[C:43]=4[F:50])(=[O:37])=[O:59])=[CH:10][CH:11]=3)[N:16]=[CH:15][N:14]=2)=[C:20]([O:27][CH3:28])[CH:21]=1. The reactants are C([S:8][C:9]1[CH:18]=[C:17]2[C:12]([C:13]([C:19]3[CH:24]=[C:23]([Cl:25])[C:22]([Br:26])=[CH:21][C:20]=3[O:27][CH3:28])=[N:14][CH:15]=[N:16]2)=[CH:11][CH:10]=1)C1C=CC=CC=1.ClN1C(C)(C)C(=[O:37])N(Cl)C1=O.[F:40][C:41]1[C:46]([F:47])=[C:45]([F:48])[C:44]([F:49])=[C:43]([F:50])[C:42]=1[OH:51].C(N(CC)CC)C.[OH2:59]. (2) The reactants are [C:1]1([S:7]([CH:10]=[CH:11][C:12]2[CH:13]=[C:14]3[C:18](=[CH:19][CH:20]=2)[NH:17][CH:16]=[C:15]3[CH2:21][C@H:22]2[CH2:26][CH2:25][CH2:24][N:23]2[CH3:27])(=[O:9])=[O:8])[CH:6]=[CH:5][CH:4]=[CH:3][CH:2]=1.CC(C)=O.CS(O)(=O)=O. The yield is 0.784. The product is [CH3:27][N:23]1[CH2:24][CH2:25][CH2:26][C@@H:22]1[CH2:21][C:15]1[C:14]2[C:18](=[CH:19][CH:20]=[C:12]([CH2:11][CH2:10][S:7]([C:1]3[CH:6]=[CH:5][CH:4]=[CH:3][CH:2]=3)(=[O:8])=[O:9])[CH:13]=2)[NH:17][CH:16]=1. The catalyst is [Pd].O.